Dataset: Catalyst prediction with 721,799 reactions and 888 catalyst types from USPTO. Task: Predict which catalyst facilitates the given reaction. (1) Reactant: [S:1](Cl)([CH3:4])(=[O:3])=[O:2].[C:6]1([CH:12]2[O:19][CH2:18][C@H:17]3[C@:15]([CH2:20][OH:21])([CH2:16]3)[CH2:14][O:13]2)[CH:11]=[CH:10][CH:9]=[CH:8][CH:7]=1.C(N(CC)CC)C.O. Product: [CH3:4][S:1]([O:21][CH2:20][C@:15]12[CH2:16][C@H:17]1[CH2:18][O:19][CH:12]([C:6]1[CH:11]=[CH:10][CH:9]=[CH:8][CH:7]=1)[O:13][CH2:14]2)(=[O:3])=[O:2]. The catalyst class is: 4. (2) Reactant: N[C@@H]1C(C)(C)[N:4]([CH:8]([Si:13]([CH3:16])([CH3:15])[CH3:14])[Si:9]([CH3:12])([CH3:11])[CH3:10])[C:3]1=[O:17].CCN(C(C)C)C(C)C.C1(C2C=CC([C:39]3C=[CH:43][N:42]([C:45]([O-:47])=[O:46])[C:41](=O)[C:40]=3[CH3:49])=CC=2)C=CC=CC=1.[C:50]1([C:56]2[CH:61]=[CH:60][C:59](CO)=[CH:58][CH:57]=2)[CH:55]=[CH:54][CH:53]=[CH:52][CH:51]=1. Product: [C:50]1([C:56]2[CH:57]=[CH:58][C:59]([O:47][C:45](=[O:46])[N:42]([CH3:43])[C@H:41]3[C:3](=[O:17])[N:4]([CH:8]([Si:9]([CH3:12])([CH3:11])[CH3:10])[Si:13]([CH3:15])([CH3:14])[CH3:16])[C:40]3([CH3:49])[CH3:39])=[CH:60][CH:61]=2)[CH:51]=[CH:52][CH:53]=[CH:54][CH:55]=1. The catalyst class is: 2.